This data is from Ames mutagenicity test results for genotoxicity prediction. The task is: Regression/Classification. Given a drug SMILES string, predict its toxicity properties. Task type varies by dataset: regression for continuous values (e.g., LD50, hERG inhibition percentage) or binary classification for toxic/non-toxic outcomes (e.g., AMES mutagenicity, cardiotoxicity, hepatotoxicity). Dataset: ames. (1) The molecule is C1CCC2OC2C1. The result is 1 (mutagenic). (2) The drug is O=C(CCCCl)/N=c1\sn(C(=O)CCCCl)c2ccccc12. The result is 0 (non-mutagenic). (3) The drug is CCCCCCCCCCCCCCCCCC(=O)OCC(O)CO. The result is 0 (non-mutagenic). (4) The molecule is CC(=O)N(O[C@@H]1O[C@H](CO)[C@@H](O)[C@H](O)[C@H]1O)c1ccc(Oc2ccc(Cl)cc2)cc1. The result is 1 (mutagenic).